Dataset: Catalyst prediction with 721,799 reactions and 888 catalyst types from USPTO. Task: Predict which catalyst facilitates the given reaction. Reactant: [N+:1]([C:4]1[CH:10]=[C:9]([O:11][Si:12]([CH3:18])([CH3:17])[C:13]([CH3:16])([CH3:15])[CH3:14])[CH:8]=[CH:7][C:5]=1[NH2:6])([O-:3])=[O:2].N1C=CC=CC=1.[C:25]([C:27]1[CH:28]=[C:29]([CH:33]=[CH:34][CH:35]=1)[C:30](Cl)=[O:31])#[N:26]. Product: [C:25]([C:27]1[CH:28]=[C:29]([CH:33]=[CH:34][CH:35]=1)[C:30]([NH:6][C:5]1[CH:7]=[CH:8][C:9]([O:11][Si:12]([CH3:17])([CH3:18])[C:13]([CH3:14])([CH3:15])[CH3:16])=[CH:10][C:4]=1[N+:1]([O-:3])=[O:2])=[O:31])#[N:26]. The catalyst class is: 2.